Dataset: Catalyst prediction with 721,799 reactions and 888 catalyst types from USPTO. Task: Predict which catalyst facilitates the given reaction. (1) Reactant: Br[C:2]1[CH:3]=[N:4][C:5]([C:8]([NH:10][CH3:11])=[O:9])=[N:6][CH:7]=1.[CH2:12]([O:19][C:20](=[O:23])[CH:21]=[CH2:22])[C:13]1[CH:18]=[CH:17][CH:16]=[CH:15][CH:14]=1.C1(C)C=CC=CC=1P(C1C=CC=CC=1C)C1C=CC=CC=1C.C(N(CCCC)CCCC)CCC. Product: [CH2:12]([O:19][C:20](=[O:23])[CH:21]=[CH:22][C:2]1[CH:3]=[N:4][C:5]([C:8](=[O:9])[NH:10][CH3:11])=[N:6][CH:7]=1)[C:13]1[CH:18]=[CH:17][CH:16]=[CH:15][CH:14]=1. The catalyst class is: 416. (2) Reactant: Cl[C:2]1C=C(Cl)C=C(Cl)C=1O.C([Zn]CC)C.C(I)I.[CH2:19]=[C:20]1[C:29]2[C:24](=[CH:25][CH:26]=[CH:27][C:28]=2[O:30][CH2:31][O:32][CH3:33])[O:23][CH2:22][CH2:21]1. The catalyst class is: 635. Product: [CH3:33][O:32][CH2:31][O:30][C:28]1[CH:27]=[CH:26][CH:25]=[C:24]2[O:23][CH2:22][CH2:21][C:20]3([CH2:2][CH2:19]3)[C:29]=12. (3) Reactant: C([O:4][C@@H:5]1[C@@H:22]([O:23]C(=O)C)[C@H:21]([O:27]C(=O)C)[C@@H:20]([CH2:31][O:32]C(=O)C)[O:19][C@H:6]1[S:7][C:8]1[CH:13]=[C:12]([C:14]([CH3:17])([CH3:16])[CH3:15])[CH:11]=[CH:10][C:9]=1[CH3:18])(=O)C.C[O-].[Na+]. Product: [S:7]([C:8]1[CH:13]=[C:12]([C:14]([CH3:16])([CH3:15])[CH3:17])[CH:11]=[CH:10][C:9]=1[CH3:18])[C@@H:6]1[O:19][C@H:20]([CH2:31][OH:32])[C@@H:21]([OH:27])[C@H:22]([OH:23])[C@H:5]1[OH:4]. The catalyst class is: 5. (4) Reactant: [Br:1][C:2]1[CH:3]=[N:4][C:5]([C:8]2[N:9]([CH3:48])[C:10]3[C:15]([C:16]=2[CH:17]2[CH2:21][CH2:20][CH2:19][CH2:18]2)=[CH:14][CH:13]=[C:12]([C:22]([NH:24][C:25]2([C:29]4[N:33]([CH3:34])[C:32]5[CH:35]=[C:36](/[CH:39]=[CH:40]/[C:41]([O:43]CCCC)=[O:42])[CH:37]=[CH:38][C:31]=5[N:30]=4)[CH2:28][CH2:27][CH2:26]2)=[O:23])[CH:11]=3)=[N:6][CH:7]=1.C1COCC1.CO.[OH-].[Na+].[Na]. Product: [Br:1][C:2]1[CH:3]=[N:4][C:5]([C:8]2[N:9]([CH3:48])[C:10]3[C:15]([C:16]=2[CH:17]2[CH2:18][CH2:19][CH2:20][CH2:21]2)=[CH:14][CH:13]=[C:12]([C:22]([NH:24][C:25]2([C:29]4[N:33]([CH3:34])[C:32]5[CH:35]=[C:36](/[CH:39]=[CH:40]/[C:41]([OH:43])=[O:42])[CH:37]=[CH:38][C:31]=5[N:30]=4)[CH2:26][CH2:27][CH2:28]2)=[O:23])[CH:11]=3)=[N:6][CH:7]=1. The catalyst class is: 15. (5) Reactant: C([O:8][C:9]([C:11]1([C:24]([O:26]CC2C=CC=CC=2)=[O:25])[CH2:16][CH2:15][P:14](=[O:23])([C:17]2[CH:22]=[CH:21][CH:20]=[CH:19][CH:18]=2)[CH2:13][CH2:12]1)=[O:10])C1C=CC=CC=1.[H][H]. Product: [O:23]=[P:14]1([C:17]2[CH:22]=[CH:21][CH:20]=[CH:19][CH:18]=2)[CH2:15][CH2:16][C:11]([C:9]([OH:10])=[O:8])([C:24]([OH:26])=[O:25])[CH2:12][CH2:13]1. The catalyst class is: 63. (6) Reactant: Cl[C:2]1[N:7]([C:8]2[CH:13]=[CH:12][C:11]([I:14])=[CH:10][C:9]=2[F:15])[C:6](=[O:16])[N:5]([CH:17]2[CH2:19][CH2:18]2)[C:4](=[O:20])[CH:3]=1.[CH3:21][NH2:22]. Product: [CH:17]1([N:5]2[C:4](=[O:20])[CH:3]=[C:2]([NH:22][CH3:21])[N:7]([C:8]3[CH:13]=[CH:12][C:11]([I:14])=[CH:10][C:9]=3[F:15])[C:6]2=[O:16])[CH2:19][CH2:18]1. The catalyst class is: 5. (7) Reactant: [OH:1][C:2]1[CH:18]=[CH:17][C:5]([C:6]([O:8][CH2:9][CH:10]([CH2:14][C:15]#[CH:16])[CH2:11][C:12]#[CH:13])=[O:7])=[CH:4][CH:3]=1.[Cl:19][C:20](Cl)([O:22]C(=O)OC(Cl)(Cl)Cl)Cl.N1C=CC=CC=1. Product: [Cl:19][C:20]([O:1][C:2]1[CH:3]=[CH:4][C:5]([C:6]([O:8][CH2:9][CH:10]([CH2:11][C:12]#[CH:13])[CH2:14][C:15]#[CH:16])=[O:7])=[CH:17][CH:18]=1)=[O:22]. The catalyst class is: 2.